This data is from Forward reaction prediction with 1.9M reactions from USPTO patents (1976-2016). The task is: Predict the product of the given reaction. (1) Given the reactants [CH3:1][C:2]1[CH:7]=[CH:6][CH:5]=[C:4]([CH3:8])[C:3]=1[CH2:9][N:10]1[C:14]([C:15]([O:17][CH3:18])=[O:16])=[CH:13][C:12]([OH:19])=[N:11]1.N1C=CC=CC=1.[S:26](O[S:26]([C:29]([F:32])([F:31])[F:30])(=[O:28])=[O:27])([C:29]([F:32])([F:31])[F:30])(=[O:28])=[O:27], predict the reaction product. The product is: [CH3:8][C:4]1[CH:5]=[CH:6][CH:7]=[C:2]([CH3:1])[C:3]=1[CH2:9][N:10]1[C:14]([C:15]([O:17][CH3:18])=[O:16])=[CH:13][C:12]([O:19][S:26]([C:29]([F:32])([F:31])[F:30])(=[O:28])=[O:27])=[N:11]1. (2) Given the reactants C(O[C:6]([N:8]1[CH2:13][CH2:12][NH:11][CH2:10][CH2:9]1)=O)(C)(C)C.[CH3:14][S:15]([CH2:18][CH2:19]COS(C)(=O)=O)(=[O:17])=[O:16].[ClH:26].Cl.COCC(NC(=O)CN1CCNCC1)C, predict the reaction product. The product is: [ClH:26].[ClH:26].[CH3:14][S:15]([CH2:18][CH2:19][CH2:6][N:8]1[CH2:9][CH2:10][NH:11][CH2:12][CH2:13]1)(=[O:17])=[O:16].